From a dataset of Forward reaction prediction with 1.9M reactions from USPTO patents (1976-2016). Predict the product of the given reaction. (1) The product is: [F:1][C:2]1[CH:3]=[C:4]([N:17]2[CH2:21][C@H:20]([CH2:22][NH:23][C:24](=[O:26])[CH3:25])[O:19][C:18]2=[O:27])[CH:5]=[CH:6][C:7]=1[N:8]1[CH:12]=[C:11]([CH2:13][C:14]2[S:16][CH:29]=[C:30]([CH3:31])[N:15]=2)[N:10]=[CH:9]1. Given the reactants [F:1][C:2]1[CH:3]=[C:4]([N:17]2[CH2:21][CH:20]([CH2:22][NH:23][C:24](=[O:26])[CH3:25])[O:19][C:18]2=[O:27])[CH:5]=[CH:6][C:7]=1[N:8]1[CH:12]=[C:11]([CH2:13][C:14](=[S:16])[NH2:15])[N:10]=[CH:9]1.Cl[CH2:29][C:30](=O)[CH3:31], predict the reaction product. (2) Given the reactants CCC[O:4][C:5]1[CH:10]=[CH:9][C:8]([N+]([O-])=O)=CC=1N.O.Cl, predict the reaction product. The product is: [CH2:10]1[CH2:5][O:4][CH2:8][CH2:9]1.[O:4]1[CH2:5][CH2:10][CH2:9][CH2:8]1. (3) Given the reactants O=P(Cl)(Cl)Cl.[CH:6]([C:9]1[NH:10][C:11]2[C:16]([CH:17]=1)=[CH:15][CH:14]=[CH:13][CH:12]=2)([CH3:8])[CH3:7].CN([CH:21]=[O:22])C, predict the reaction product. The product is: [CH:6]([C:9]1[NH:10][C:11]2[C:16]([C:17]=1[CH:21]=[O:22])=[CH:15][CH:14]=[CH:13][CH:12]=2)([CH3:8])[CH3:7]. (4) Given the reactants Cl.[CH2:2]([C:4]1[NH:8][N:7]=[C:6]([C:9]([O:11]C)=[O:10])[C:5]=1[CH3:13])[CH3:3].CC(C)([O-])C.[K+].[CH3:20][C:21]1[CH:28]=[CH:27][C:24]([CH2:25]Br)=[CH:23][CH:22]=1.[Li+].[OH-].Cl, predict the reaction product. The product is: [CH2:2]([C:4]1[N:8]([CH2:20][C:21]2[CH:28]=[CH:27][C:24]([CH3:25])=[CH:23][CH:22]=2)[N:7]=[C:6]([C:9]([OH:11])=[O:10])[C:5]=1[CH3:13])[CH3:3]. (5) The product is: [CH3:16][N:18]1[CH2:23][C:22]2([CH2:28][CH2:27][NH:26][CH2:25][CH2:24]2)[O:21][CH2:20][CH2:19]1. Given the reactants C1C2C(CO[C:16]([N:18]3[CH2:23][C:22]4([CH2:28][CH2:27][NH:26][CH2:25][CH2:24]4)[O:21][CH2:20][CH2:19]3)=O)C3C(=CC=CC=3)C=2C=CC=1.[H-].[Al+3].[Li+].[H-].[H-].[H-], predict the reaction product. (6) Given the reactants [S:1]1[CH:5]=[CH:4][CH:3]=[C:2]1[C:6]1[O:10][N:9]=[CH:8][CH:7]=1.CO[CH:13](OC)[N:14]([CH3:16])[CH3:15], predict the reaction product. The product is: [CH3:16][N:14]([CH:13]=[C:7]([C:6](=[O:10])[C:2]1[S:1][CH:5]=[CH:4][CH:3]=1)[C:8]#[N:9])[CH3:15]. (7) Given the reactants [Si]([O:18][CH2:19][C:20]1[C:21]([N:35]2[CH2:40][C@H:39]([CH3:41])[O:38][C@H:37]([CH3:42])[CH2:36]2)=[C:22]([F:34])[C:23]2[O:27][N:26]=[C:25]([C:28]([O:30]CC)=O)[C:24]=2[CH:33]=1)(C(C)(C)C)(C1C=CC=CC=1)C1C=CC=CC=1.[F:43][CH:44]([F:47])[CH2:45][NH2:46], predict the reaction product. The product is: [F:43][CH:44]([F:47])[CH2:45][NH:46][C:28]([C:25]1[C:24]2[CH:33]=[C:20]([CH2:19][OH:18])[C:21]([N:35]3[CH2:36][C@H:37]([CH3:42])[O:38][C@H:39]([CH3:41])[CH2:40]3)=[C:22]([F:34])[C:23]=2[O:27][N:26]=1)=[O:30]. (8) Given the reactants [CH3:1][O:2][CH2:3][CH2:4][O:5][C:6]1[CH:11]=[CH:10][C:9](/[CH:12]=[CH:13]/[C:14](O)=[O:15])=[C:8]([NH:17][C:18]2[CH:23]=[CH:22][C:21]([C:24]([F:27])([F:26])[F:25])=[CH:20][CH:19]=2)[CH:7]=1.CC1C=CC=C([N+]([O-])=O)C=1C(OC(=O)C1C([N+]([O-])=O)=CC=CC=1C)=O.[CH2:53]([S:58]([NH2:61])(=[O:60])=[O:59])[CH2:54][CH2:55][CH2:56][CH3:57].[Cl-].[NH4+], predict the reaction product. The product is: [CH3:1][O:2][CH2:3][CH2:4][O:5][C:6]1[CH:11]=[CH:10][C:9](/[CH:12]=[CH:13]/[C:14]([NH:61][S:58]([CH2:53][CH2:54][CH2:55][CH2:56][CH3:57])(=[O:60])=[O:59])=[O:15])=[C:8]([NH:17][C:18]2[CH:19]=[CH:20][C:21]([C:24]([F:26])([F:25])[F:27])=[CH:22][CH:23]=2)[CH:7]=1.